From a dataset of Catalyst prediction with 721,799 reactions and 888 catalyst types from USPTO. Predict which catalyst facilitates the given reaction. (1) Reactant: ClCCl.[O:4]1[CH:8]=[CH:7][CH:6]=[C:5]1[C:9]([OH:11])=[O:10].Cl.C(N=C=NCCCN(C)C)C.[OH:24][CH:25]([CH3:29])[C:26](=O)[CH3:27]. Product: [O:24]=[C:25]([CH3:29])[CH:26]([C:6]1[CH:7]=[CH:8][O:4][C:5]=1[C:9]([OH:11])=[O:10])[CH3:27]. The catalyst class is: 6. (2) Reactant: [C:1]([C:4]1[CH:5]=[C:6]([NH:10]C(=O)C(F)(F)F)[CH:7]=[CH:8][CH:9]=1)(=[O:3])[CH3:2].[N+:17]([O-])([OH:19])=[O:18].[NH4+].[OH-]. Product: [C:1]([C:4]1[CH:5]=[C:6]([NH2:10])[CH:7]=[CH:8][C:9]=1[N+:17]([O-:19])=[O:18])(=[O:3])[CH3:2]. The catalyst class is: 82. (3) Reactant: [F:1][C:2]1[CH:7]=[CH:6][C:5]([C:8]2[CH:9]=[N:10][NH:11][C:12]=2[NH2:13])=[CH:4][CH:3]=1.O=[C:15]([C:22]1[CH:23]=[N:24][CH:25]=[CH:26][CH:27]=1)[CH2:16][C:17](OCC)=[O:18]. Product: [F:1][C:2]1[CH:3]=[CH:4][C:5]([C:8]2[CH:9]=[N:10][N:11]3[C:17](=[O:18])[CH:16]=[C:15]([C:22]4[CH:23]=[N:24][CH:25]=[CH:26][CH:27]=4)[NH:13][C:12]=23)=[CH:6][CH:7]=1. The catalyst class is: 15. (4) Reactant: [CH:1]1([CH2:6][NH:7][C:8]([C:10]2[C:11]([C:17]([F:20])([F:19])[F:18])=[N:12][C:13](Cl)=[N:14][CH:15]=2)=[O:9])[CH2:5][CH2:4][CH2:3][CH2:2]1.[Cl:21][C:22]1[CH:23]=[C:24]([CH:26]=[CH:27][C:28]=1[F:29])[NH2:25]. Product: [CH:1]1([CH2:6][NH:7][C:8]([C:10]2[C:11]([C:17]([F:20])([F:19])[F:18])=[N:12][C:13]([NH:25][C:24]3[CH:26]=[CH:27][C:28]([F:29])=[C:22]([Cl:21])[CH:23]=3)=[N:14][CH:15]=2)=[O:9])[CH2:5][CH2:4][CH2:3][CH2:2]1. The catalyst class is: 12. (5) Reactant: [Cl:1][C:2]1[CH:8]=[C:7]([O:9][C:10]2[C:19]3[C:14](=[CH:15][C:16]([O:22][CH3:23])=[C:17]([O:20][CH3:21])[CH:18]=3)[N:13]=[CH:12][CH:11]=2)[CH:6]=[CH:5][C:3]=1[NH2:4].[C:24]1([CH3:33])[C:25]([N:30]=[C:31]=[O:32])=[CH:26][CH:27]=[CH:28][CH:29]=1.CO. Product: [Cl:1][C:2]1[CH:8]=[C:7]([O:9][C:10]2[C:19]3[C:14](=[CH:15][C:16]([O:22][CH3:23])=[C:17]([O:20][CH3:21])[CH:18]=3)[N:13]=[CH:12][CH:11]=2)[CH:6]=[CH:5][C:3]=1[NH:4][C:31]([NH:30][C:25]1[CH:26]=[CH:27][CH:28]=[CH:29][C:24]=1[CH3:33])=[O:32]. The catalyst class is: 22. (6) Reactant: Cl[C:2]1[C:11]2[C:6](=[CH:7][C:8]([O:13][CH2:14][CH2:15][N:16]3[CH2:21][CH2:20][O:19][CH2:18][CH2:17]3)=[C:9]([F:12])[CH:10]=2)[N:5]=[C:4]([CH:22]=[CH:23][C:24]2[O:25][C:26]([N+:29]([O-:31])=[O:30])=[CH:27][CH:28]=2)[N:3]=1.[NH2:32][C:33]1[CH:38]=[CH:37][C:36]([OH:39])=[CH:35][CH:34]=1.O. Product: [F:12][C:9]1[CH:10]=[C:11]2[C:6](=[CH:7][C:8]=1[O:13][CH2:14][CH2:15][N:16]1[CH2:21][CH2:20][O:19][CH2:18][CH2:17]1)[N:5]=[C:4](/[CH:22]=[CH:23]/[C:24]1[O:25][C:26]([N+:29]([O-:31])=[O:30])=[CH:27][CH:28]=1)[N:3]=[C:2]2[NH:32][C:33]1[CH:38]=[CH:37][C:36]([OH:39])=[CH:35][CH:34]=1. The catalyst class is: 9. (7) Reactant: Cl.[NH2:2][C@H:3]([C:6]([OH:8])=[O:7])[CH2:4][SH:5].[CH2:9](N(C(C)C)C(C)C)[CH3:10].[OH:18][C:19]1[CH:26]=[CH:25][C:24]([OH:27])=[CH:23][C:20]=1[CH:21]=O. Product: [OH:18][C:19]1[CH:26]=[CH:25][C:24]([OH:27])=[CH:23][C:20]=1[CH:21]1[NH:2][CH:3]([C:6]([O:8][CH2:9][CH3:10])=[O:7])[CH2:4][S:5]1. The catalyst class is: 8. (8) Reactant: C([Si]([O:8]/[C:9](/[C:12]1[CH:17]=[CH:16][CH:15]=[C:14]([F:18])[CH:13]=1)=[CH:10]\[CH3:11])(C)C)(C)(C)C.CC[C@@H]1[C@@H]2C[C@H]([C@@H](OC3C4C(=CC=CC=4)C(O[C@@H](C4C=CN=C5C=4C=C(OC)C=C5)[C@@H]4N5C[C@H](CC)[C@@H](CC5)C4)=NN=3)C3C=CN=C4C=3C=C([O:40]C)C=C4)N(CC2)C1.CS(N)(=O)=O. Product: [F:18][C:14]1[CH:13]=[C:12]([C:9](=[O:8])[C@H:10]([OH:40])[CH3:11])[CH:17]=[CH:16][CH:15]=1. The catalyst class is: 371. (9) Reactant: C1(O)C=CC=CC=1.C1(S)C=CC=CC=1.C[O:16][C:17]1[CH:22]=[C:21]([C:23]2[CH:24]=[N:25][NH:26][CH:27]=2)[CH:20]=[CH:19][C:18]=1[C:28]1[N:29]=[N:30][C:31]([O:34][CH:35]2[CH2:40][C:39]([CH3:42])([CH3:41])[NH:38][C:37]([CH3:44])([CH3:43])[CH2:36]2)=[CH:32][CH:33]=1.C([O-])([O-])=O.[K+].[K+].[ClH:51].O1CCOCC1. Product: [ClH:51].[NH:26]1[CH:27]=[C:23]([C:21]2[CH:20]=[CH:19][C:18]([C:28]3[N:29]=[N:30][C:31]([O:34][CH:35]4[CH2:40][C:39]([CH3:42])([CH3:41])[NH:38][C:37]([CH3:44])([CH3:43])[CH2:36]4)=[CH:32][CH:33]=3)=[C:17]([OH:16])[CH:22]=2)[CH:24]=[N:25]1. The catalyst class is: 37. (10) Reactant: [C@:1]12([CH3:13])[C:7]([CH3:9])([CH3:8])[CH:4]([CH2:5][CH2:6]1)[CH2:3][CH:2]2[C:10](Cl)=[O:11].[I:14][C:15]1[CH:20]=[CH:19][C:18]([CH:21]([OH:26])[C:22]([CH3:25])([CH3:24])[CH3:23])=[C:17]([N+:27]([O-:29])=[O:28])[CH:16]=1. Product: [C@:1]12([CH3:13])[C:7]([CH3:9])([CH3:8])[CH:4]([CH2:5][CH2:6]1)[CH2:3][CH:2]2[C:10]([O:26][CH:21]([C:18]1[CH:19]=[CH:20][C:15]([I:14])=[CH:16][C:17]=1[N+:27]([O-:29])=[O:28])[C:22]([CH3:24])([CH3:25])[CH3:23])=[O:11]. The catalyst class is: 166.